This data is from NCI-60 drug combinations with 297,098 pairs across 59 cell lines. The task is: Regression. Given two drug SMILES strings and cell line genomic features, predict the synergy score measuring deviation from expected non-interaction effect. (1) Drug 1: C1CC(=O)NC(=O)C1N2C(=O)C3=CC=CC=C3C2=O. Drug 2: CCC1(C2=C(COC1=O)C(=O)N3CC4=CC5=C(C=CC(=C5CN(C)C)O)N=C4C3=C2)O.Cl. Cell line: HCT116. Synergy scores: CSS=8.50, Synergy_ZIP=-18.9, Synergy_Bliss=-32.1, Synergy_Loewe=-70.4, Synergy_HSA=-33.2. (2) Drug 1: C1CN1P(=S)(N2CC2)N3CC3. Drug 2: C1=NC2=C(N=C(N=C2N1C3C(C(C(O3)CO)O)F)Cl)N. Cell line: TK-10. Synergy scores: CSS=2.08, Synergy_ZIP=0.512, Synergy_Bliss=9.12, Synergy_Loewe=-8.02, Synergy_HSA=-1.88. (3) Drug 1: C1CN1P(=S)(N2CC2)N3CC3. Drug 2: C(CCl)NC(=O)N(CCCl)N=O. Cell line: TK-10. Synergy scores: CSS=15.8, Synergy_ZIP=-5.47, Synergy_Bliss=-2.57, Synergy_Loewe=0.940, Synergy_HSA=0.611. (4) Drug 1: CCCS(=O)(=O)NC1=C(C(=C(C=C1)F)C(=O)C2=CNC3=C2C=C(C=N3)C4=CC=C(C=C4)Cl)F. Drug 2: C1CN1P(=S)(N2CC2)N3CC3. Cell line: COLO 205. Synergy scores: CSS=42.1, Synergy_ZIP=-2.43, Synergy_Bliss=-0.500, Synergy_Loewe=-18.9, Synergy_HSA=0.840.